Dataset: Catalyst prediction with 721,799 reactions and 888 catalyst types from USPTO. Task: Predict which catalyst facilitates the given reaction. (1) Product: [Cl:1][C:2]1[C:11]([CH2:12][NH:16][CH2:14][CH3:15])=[CH:10][C:9]2[C:4](=[CH:5][CH:6]=[CH:7][CH:8]=2)[N:3]=1. Reactant: [Cl:1][C:2]1[C:11]([CH:12]=O)=[CH:10][C:9]2[C:4](=[CH:5][CH:6]=[CH:7][CH:8]=2)[N:3]=1.[CH2:14]([NH2:16])[CH3:15].C(O)(=O)C.C([BH3-])#N.[Na+].C([O-])(O)=O.[Na+]. The catalyst class is: 5. (2) Reactant: Br[C:2]1[CH:7]=[C:6]([C:8]([F:11])([F:10])[F:9])[CH:5]=[CH:4][C:3]=1[NH:12][CH2:13][C:14]1[CH2:15][N:16]([C:19]([O:21][C:22]([CH3:25])([CH3:24])[CH3:23])=[O:20])[CH2:17][CH:18]=1.C([SnH](CCCC)CCCC)CCC.N(C(C)(C)C#N)=NC(C)(C)C#N. Product: [F:9][C:8]([F:11])([F:10])[C:6]1[CH:7]=[C:2]2[C:14]3([CH2:18][CH2:17][N:16]([C:19]([O:21][C:22]([CH3:25])([CH3:24])[CH3:23])=[O:20])[CH2:15]3)[CH2:13][NH:12][C:3]2=[CH:4][CH:5]=1. The catalyst class is: 48.